Dataset: Full USPTO retrosynthesis dataset with 1.9M reactions from patents (1976-2016). Task: Predict the reactants needed to synthesize the given product. (1) Given the product [OH:3][C:2]([C:4]([F:7])([F:6])[F:5])=[O:1].[Cl:31][C:28]1[CH:27]=[CH:26][C:25]([CH2:24][C@H:9]([NH:8][CH2:37][C:35]2[N:34]=[CH:33][S:32][CH:36]=2)[C:10]([NH:12][C:13]2[O:17][N:16]=[C:15]([C:18]3[CH:19]=[CH:20][N:21]=[CH:22][CH:23]=3)[CH:14]=2)=[O:11])=[CH:30][CH:29]=1, predict the reactants needed to synthesize it. The reactants are: [OH:1][C:2]([C:4]([F:7])([F:6])[F:5])=[O:3].[NH2:8][C@@H:9]([CH2:24][C:25]1[CH:30]=[CH:29][C:28]([Cl:31])=[CH:27][CH:26]=1)[C:10]([NH:12][C:13]1[O:17][N:16]=[C:15]([C:18]2[CH:23]=[CH:22][N:21]=[CH:20][CH:19]=2)[CH:14]=1)=[O:11].[S:32]1[CH:36]=[C:35]([CH:37]=O)[N:34]=[CH:33]1.C(O[BH-](OC(=O)C)OC(=O)C)(=O)C.[Na+].CCN(C(C)C)C(C)C. (2) Given the product [CH3:11][N:5]1[CH:6]=[N:7][C:8]2[C:4]1=[N:3][CH:2]=[N:1][C:9]=2[NH2:10], predict the reactants needed to synthesize it. The reactants are: [N:1]1[C:9]([NH2:10])=[C:8]2[C:4]([N:5]=[CH:6][NH:7]2)=[N:3][CH:2]=1.[CH3:11]CCC[N+](CCCC)(CCCC)CCCC.[F-].CI. (3) Given the product [N:12]([N:7]1[CH2:6][CH2:5][N:4]([CH2:3][C:2]([F:1])([F:10])[F:11])[CH2:9][CH2:8]1)=[O:13], predict the reactants needed to synthesize it. The reactants are: [F:1][C:2]([F:11])([F:10])[CH2:3][N:4]1[CH2:9][CH2:8][NH:7][CH2:6][CH2:5]1.[N:12]([O-])=[O:13].[Na+].C(O)(=O)C.C(=O)([O-])[O-].[Na+].[Na+]. (4) Given the product [CH2:1]([O:3][C:4](=[O:17])[CH2:5][CH:6]1[O:10][B:9]([OH:11])[C:8]2[CH:12]=[C:13]([O:16][CH2:29][CH2:28][CH2:27][NH:26][C:25]([O:24][C:20]([CH3:23])([CH3:22])[CH3:21])=[O:31])[CH:14]=[C:15]([CH3:32])[C:7]1=2)[CH3:2], predict the reactants needed to synthesize it. The reactants are: [CH2:1]([O:3][C:4](=[O:17])[CH2:5][CH:6]1[O:10][B:9]([OH:11])[C:8]2[CH:12]=[C:13]([OH:16])[CH:14]=[CH:15][C:7]1=2)[CH3:2].[H-].[Na+].[C:20]([O:24][C:25](=[O:31])[NH:26][CH2:27][CH2:28][CH2:29]Br)([CH3:23])([CH3:22])[CH3:21].[CH3:32]N(C=O)C. (5) Given the product [CH:32]([C:27]1[CH:28]=[CH:29][CH:30]=[CH:31][C:26]=1[C:9]1[S:8][C:7]2[CH:24]=[C:3]([O:2][CH3:1])[CH:4]=[CH:5][C:6]=2[C:10]=1[O:11][C:12]1[CH:17]=[CH:16][C:15](/[CH:18]=[CH:19]/[C:20]([O:22][CH3:23])=[O:21])=[CH:14][CH:13]=1)([CH3:34])[CH3:33], predict the reactants needed to synthesize it. The reactants are: [CH3:1][O:2][C:3]1[CH:4]=[CH:5][C:6]2[C:10]([O:11][C:12]3[CH:17]=[CH:16][C:15](/[CH:18]=[CH:19]/[C:20]([O:22][CH3:23])=[O:21])=[CH:14][CH:13]=3)=[CH:9][S:8][C:7]=2[CH:24]=1.I[C:26]1[CH:31]=[CH:30][CH:29]=[CH:28][C:27]=1[CH:32]([CH3:34])[CH3:33].CC(C)(C)C(O)=O.C(=O)([O-])[O-].[K+].[K+]. (6) Given the product [F:38][C:37]1[CH:36]=[CH:35][CH:34]=[C:33]([F:39])[C:32]=1[CH2:31][O:1][C:2]1[CH:3]=[C:4]([C:8]2[C:17]3[C:12](=[C:13]([C:18]([F:21])([F:19])[F:20])[CH:14]=[CH:15][CH:16]=3)[N:11]=[CH:10][C:9]=2[C:22]([C:24]2[CH:25]=[CH:26][CH:27]=[CH:28][CH:29]=2)=[O:23])[CH:5]=[CH:6][CH:7]=1, predict the reactants needed to synthesize it. The reactants are: [OH:1][C:2]1[CH:3]=[C:4]([C:8]2[C:17]3[C:12](=[C:13]([C:18]([F:21])([F:20])[F:19])[CH:14]=[CH:15][CH:16]=3)[N:11]=[CH:10][C:9]=2[C:22]([C:24]2[CH:29]=[CH:28][CH:27]=[CH:26][CH:25]=2)=[O:23])[CH:5]=[CH:6][CH:7]=1.Br[CH2:31][C:32]1[C:37]([F:38])=[CH:36][CH:35]=[CH:34][C:33]=1[F:39]. (7) Given the product [C:13]([Si:10]([O:9][C:4]1[CH:5]=[C:6]([CH3:8])[CH:7]=[C:2]([F:1])[CH:3]=1)([CH3:12])[CH3:11])([CH3:16])([CH3:15])[CH3:14], predict the reactants needed to synthesize it. The reactants are: [F:1][C:2]1[CH:3]=[C:4]([OH:9])[CH:5]=[C:6]([CH3:8])[CH:7]=1.[Si:10](Cl)([C:13]([CH3:16])([CH3:15])[CH3:14])([CH3:12])[CH3:11].N1C=CN=C1.